This data is from Forward reaction prediction with 1.9M reactions from USPTO patents (1976-2016). The task is: Predict the product of the given reaction. (1) Given the reactants [Cl:1][C:2]1[CH:3]=[C:4]([CH:8]([O:13][Si:14]([CH2:19][CH3:20])([CH2:17][CH3:18])[CH2:15][CH3:16])[CH2:9][N+:10]([O-])=O)[CH:5]=[CH:6][CH:7]=1, predict the reaction product. The product is: [Cl:1][C:2]1[CH:3]=[C:4]([CH:8]([O:13][Si:14]([CH2:15][CH3:16])([CH2:19][CH3:20])[CH2:17][CH3:18])[CH2:9][NH2:10])[CH:5]=[CH:6][CH:7]=1. (2) Given the reactants [F:1][C:2]1[CH:3]=[C:4]([CH:14]([NH:16][C:17]([C:19]2[N:20]=[C:21](Cl)[O:22][CH:23]=2)=[O:18])[CH3:15])[CH:5]=[C:6]([F:13])[C:7]=1[NH:8][S:9]([CH3:12])(=[O:11])=[O:10].[C:25]([C:28]1[CH:29]=[C:30]([OH:38])[CH:31]=[C:32]([C:34]([F:37])([F:36])[F:35])[CH:33]=1)([CH3:27])=[CH2:26], predict the reaction product. The product is: [F:1][C:2]1[CH:3]=[C:4]([CH:14]([NH:16][C:17]([C:19]2[N:20]=[C:21]([O:38][C:30]3[CH:31]=[C:32]([C:34]([F:35])([F:36])[F:37])[CH:33]=[C:28]([C:25]([CH3:27])=[CH2:26])[CH:29]=3)[O:22][CH:23]=2)=[O:18])[CH3:15])[CH:5]=[C:6]([F:13])[C:7]=1[NH:8][S:9]([CH3:12])(=[O:11])=[O:10]. (3) Given the reactants [F:1][C:2]([F:17])([F:16])[O:3][C:4]1[CH:9]=[CH:8][C:7]([N:10]2[CH2:15][CH2:14][NH:13][CH2:12][CH2:11]2)=[CH:6][CH:5]=1.[CH3:18][S:19]([C:22]1[CH:23]=[C:24]([C:34](O)=[O:35])[C:25]([C:28]2[CH:33]=[CH:32][CH:31]=[CH:30][CH:29]=2)=[CH:26][CH:27]=1)(=[O:21])=[O:20], predict the reaction product. The product is: [CH3:18][S:19]([C:22]1[CH:27]=[CH:26][C:25]([C:28]2[CH:33]=[CH:32][CH:31]=[CH:30][CH:29]=2)=[C:24]([C:34]([N:13]2[CH2:12][CH2:11][N:10]([C:7]3[CH:8]=[CH:9][C:4]([O:3][C:2]([F:1])([F:16])[F:17])=[CH:5][CH:6]=3)[CH2:15][CH2:14]2)=[O:35])[CH:23]=1)(=[O:20])=[O:21]. (4) Given the reactants [CH:1]1([C:4]2[NH:8][C:7]3[CH:9]=[C:10]([C:27]4[C:28]([CH3:33])=[N:29][O:30][C:31]=4[CH3:32])[CH:11]=[C:12]([C:13]([OH:26])([C:20]4[CH:25]=[CH:24][CH:23]=[CH:22][N:21]=4)[CH:14]4[CH2:18][CH2:17][CH2:16][C:15]4=[O:19])[C:6]=3[N:5]=2)[CH2:3][CH2:2]1.[BH4-].[Na+], predict the reaction product. The product is: [CH:1]1([C:4]2[NH:8][C:7]3[CH:9]=[C:10]([C:27]4[C:28]([CH3:33])=[N:29][O:30][C:31]=4[CH3:32])[CH:11]=[C:12]([C:13]([OH:26])([C:20]4[CH:25]=[CH:24][CH:23]=[CH:22][N:21]=4)[CH:14]4[CH2:18][CH2:17][CH2:16][CH:15]4[OH:19])[C:6]=3[N:5]=2)[CH2:3][CH2:2]1. (5) Given the reactants Br[C:2]1[CH:3]=[C:4]([C@:8]([NH:19][S@:20]([C:22]([CH3:25])([CH3:24])[CH3:23])=[O:21])([CH3:18])[CH2:9][O:10][Si:11]([C:14]([CH3:17])([CH3:16])[CH3:15])([CH3:13])[CH3:12])[CH:5]=[CH:6][CH:7]=1.C([Li])CCC.CCCCCC.Cl[C:38]([O:40][CH3:41])=[O:39].[Cl-].[NH4+], predict the reaction product. The product is: [CH3:15][C:14]([CH3:17])([Si:11]([CH3:13])([CH3:12])[O:10][CH2:9][C@:8]([C:4]1[CH:3]=[C:2]([CH:7]=[CH:6][CH:5]=1)[C:38]([O:40][CH3:41])=[O:39])([CH3:18])[NH:19][S@@:20](=[O:21])[C:22]([CH3:25])([CH3:24])[CH3:23])[CH3:16]. (6) Given the reactants N#N.[NH:3]1[C:7]2[CH:8]=[CH:9][CH:10]=[CH:11][C:6]=2[N:5]=[C:4]1[CH:12]([NH:24]C(=O)OC(C)(C)C)[C:13]([C:16]1[CH:21]=[CH:20][C:19]([O:22][CH3:23])=[CH:18][CH:17]=1)([CH3:15])[CH3:14].[ClH:32], predict the reaction product. The product is: [ClH:32].[ClH:32].[NH:3]1[C:7]2[CH:8]=[CH:9][CH:10]=[CH:11][C:6]=2[N:5]=[C:4]1[CH:12]([NH2:24])[C:13]([C:16]1[CH:17]=[CH:18][C:19]([O:22][CH3:23])=[CH:20][CH:21]=1)([CH3:15])[CH3:14]. (7) The product is: [CH2:1]([O:3][C:4](=[O:45])[CH:5]([C:23]1[N:24]([CH3:47])[C:25]2[C:30]([C:31]=1[S:32][C:33]([CH3:36])([CH3:35])[CH3:34])=[CH:29][C:28]([CH2:37][O:38][C:39]1[CH:44]=[CH:43][CH:42]=[CH:41][N:40]=1)=[CH:27][CH:26]=2)[CH2:6][C:7]1[CH:8]=[CH:9][C:10]([C:13]2[CH:18]=[CH:17][C:16]([C:19]([F:21])([F:22])[F:20])=[CH:15][N:14]=2)=[CH:11][CH:12]=1)[CH3:2]. Given the reactants [CH2:1]([O:3][C:4](=[O:45])[CH:5]([C:23]1[NH:24][C:25]2[C:30]([C:31]=1[S:32][C:33]([CH3:36])([CH3:35])[CH3:34])=[CH:29][C:28]([CH2:37][O:38][C:39]1[CH:44]=[CH:43][CH:42]=[CH:41][N:40]=1)=[CH:27][CH:26]=2)[CH2:6][C:7]1[CH:12]=[CH:11][C:10]([C:13]2[CH:18]=[CH:17][C:16]([C:19]([F:22])([F:21])[F:20])=[CH:15][N:14]=2)=[CH:9][CH:8]=1)[CH3:2].I[CH3:47], predict the reaction product.